The task is: Predict which catalyst facilitates the given reaction.. This data is from Catalyst prediction with 721,799 reactions and 888 catalyst types from USPTO. Reactant: [CH:1]1([CH:4]([C:6]2[CH:7]=[N:8][C:9]([C:12]3[CH:16]=[CH:15][S:14][CH:13]=3)=[CH:10][CH:11]=2)O)[CH2:3][CH2:2]1.[CH:17]1[N:21]=[CH:20][N:19](C([N:19]2[CH:20]=[N:21][CH:17]=[CH:18]2)=O)[CH:18]=1. Product: [CH:1]1([CH:4]([N:19]2[CH:18]=[CH:17][N:21]=[CH:20]2)[C:6]2[CH:11]=[CH:10][C:9]([C:12]3[CH:16]=[CH:15][S:14][CH:13]=3)=[N:8][CH:7]=2)[CH2:3][CH2:2]1. The catalyst class is: 37.